Dataset: Peptide-MHC class II binding affinity with 134,281 pairs from IEDB. Task: Regression. Given a peptide amino acid sequence and an MHC pseudo amino acid sequence, predict their binding affinity value. This is MHC class II binding data. (1) The peptide sequence is WSKDIYNYMEPYVSK. The MHC is HLA-DQA10301-DQB10302 with pseudo-sequence HLA-DQA10301-DQB10302. The binding affinity (normalized) is 0.137. (2) The peptide sequence is LPISPLSNSLLRHHNLVYMT. The MHC is DRB1_0405 with pseudo-sequence DRB1_0405. The binding affinity (normalized) is 0.521. (3) The peptide sequence is AQLGYTIRQLERLLQ. The MHC is HLA-DQA10102-DQB10502 with pseudo-sequence HLA-DQA10102-DQB10502. The binding affinity (normalized) is 0.800. (4) The peptide sequence is GTGSLVITASMSGHI. The MHC is DRB1_0901 with pseudo-sequence DRB1_0901. The binding affinity (normalized) is 0.509. (5) The peptide sequence is ASVIPPARLFKAFVL. The MHC is DRB1_1602 with pseudo-sequence DRB1_1602. The binding affinity (normalized) is 0.618. (6) The peptide sequence is RIEEVTRMAMTDTTP. The MHC is DRB3_0101 with pseudo-sequence DRB3_0101. The binding affinity (normalized) is 0.263.